The task is: Predict the reaction yield, written as a fraction of the theoretical maximum amount of product (1.0 means a 100% yield; for example, 0.34 means a 34% yield).. This data is from Reaction yield outcomes from USPTO patents with 853,638 reactions. (1) The catalyst is C1(C)C=CC=CC=1. The product is [Cl:1][C:2]1[C:3]2[S:8][CH:9]=[CH:10][C:4]=2[CH:5]=[CH:6][CH:7]=1. The yield is 0.675. The reactants are [Cl:1][C:2]1[CH:7]=[CH:6][CH:5]=[CH:4][C:3]=1[S:8][CH2:9][CH:10](OCC)OCC. (2) The reactants are C[O:2][C:3]1[CH:4]=[C:5]([CH2:11][CH2:12][C:13]([C:15]2[CH:20]=[CH:19][CH:18]=[C:17]([OH:21])[CH:16]=2)=[O:14])[CH:6]=[CH:7][C:8]=1[O:9][CH3:10].OC1C=C(C=CC=1)C(=O)C=CC1C=CC2OCOC=2C=1. No catalyst specified. The product is [OH:21][C:17]1[CH:16]=[C:15]([C:13](=[O:14])[CH2:12][CH2:11][C:5]2[CH:6]=[CH:7][C:8]3[O:9][CH2:10][O:2][C:3]=3[CH:4]=2)[CH:20]=[CH:19][CH:18]=1. The yield is 0.410. (3) The reactants are [OH:1][C:2]1[CH:11]=[CH:10][C:5]([C:6]([NH:8][NH2:9])=[O:7])=[CH:4][CH:3]=1.[Cl:12][C:13]1[C:20]([C:21]([F:24])([F:23])[F:22])=[CH:19][CH:18]=[CH:17][C:14]=1[CH:15]=O. The catalyst is C(O)(=O)C.CCO. The product is [Cl:12][C:13]1[C:20]([C:21]([F:22])([F:23])[F:24])=[CH:19][CH:18]=[CH:17][C:14]=1[CH:15]=[N:9][NH:8][C:6](=[O:7])[C:5]1[CH:10]=[CH:11][C:2]([OH:1])=[CH:3][CH:4]=1. The yield is 0.930. (4) The reactants are [NH2:1][CH:2]1[C:11]2[C:6](=[CH:7][CH:8]=[C:9]([NH:12][C:13]([C:15]3[C:24](=[O:25])[C:23]4[C:18](=[CH:19][CH:20]=[CH:21][CH:22]=4)[NH:17][CH:16]=3)=[O:14])[CH:10]=2)[CH2:5][CH2:4][CH2:3]1.CCN(C(C)C)C(C)C.Cl[C:36]([O:38][CH3:39])=[O:37].N1CCCCC1. The catalyst is CO. The product is [CH3:39][O:38][C:36]([NH:1][CH:2]1[C:11]2[C:6](=[CH:7][CH:8]=[C:9]([NH:12][C:13]([C:15]3[C:24](=[O:25])[C:23]4[C:18](=[CH:19][CH:20]=[CH:21][CH:22]=4)[NH:17][CH:16]=3)=[O:14])[CH:10]=2)[CH2:5][CH2:4][CH2:3]1)=[O:37]. The yield is 0.350. (5) The reactants are [Cl:1][C:2]1[CH:6]=[N:5][N:4]([CH3:7])[C:3]=1[C:8]1[CH:9]=[C:10]([NH2:16])[CH:11]=[CH:12][C:13]=1[O:14][CH3:15].[F:17][C:18]([F:30])([F:29])[O:19][C:20]1[CH:25]=[CH:24][CH:23]=[CH:22][C:21]=1[N:26]=[C:27]=[O:28]. No catalyst specified. The product is [Cl:1][C:2]1[CH:6]=[N:5][N:4]([CH3:7])[C:3]=1[C:8]1[CH:9]=[C:10]([NH:16][C:27]([NH:26][C:21]2[CH:22]=[CH:23][CH:24]=[CH:25][C:20]=2[O:19][C:18]([F:17])([F:29])[F:30])=[O:28])[CH:11]=[CH:12][C:13]=1[O:14][CH3:15]. The yield is 0.0300.